Dataset: Peptide-MHC class II binding affinity with 134,281 pairs from IEDB. Task: Regression. Given a peptide amino acid sequence and an MHC pseudo amino acid sequence, predict their binding affinity value. This is MHC class II binding data. (1) The MHC is DRB1_1302 with pseudo-sequence DRB1_1302. The binding affinity (normalized) is 0.155. The peptide sequence is SSMVEAMVSRARIDA. (2) The peptide sequence is GETVKCRAPGGAKKP. The binding affinity (normalized) is 0.230. The MHC is HLA-DQA10601-DQB10402 with pseudo-sequence HLA-DQA10601-DQB10402. (3) The peptide sequence is VQYSRADEEQQQALS. The MHC is DRB1_0405 with pseudo-sequence DRB1_0405. The binding affinity (normalized) is 0.186. (4) The peptide sequence is QTSRLLMRRMRRPTG. The MHC is HLA-DQA10201-DQB10303 with pseudo-sequence HLA-DQA10201-DQB10303. The binding affinity (normalized) is 0.254.